From a dataset of Catalyst prediction with 721,799 reactions and 888 catalyst types from USPTO. Predict which catalyst facilitates the given reaction. (1) Reactant: O=[C:2]1[C:7]([C:8]([O:10][CH3:11])=[O:9])=[CH:6][CH:5]=[CH:4][O:3]1.[NH2:12][C:13]1[CH:14]=[N:15][CH:16]=[CH:17][CH:18]=1.CCN=C=NCCCN(C)C.Cl. Product: [O:3]=[C:2]1[C:7]([C:8]([O:10][CH3:11])=[O:9])=[CH:6][CH:5]=[CH:4][N:12]1[C:13]1[CH:14]=[N:15][CH:16]=[CH:17][CH:18]=1. The catalyst class is: 239. (2) Reactant: Cl.[C:2](Cl)(=O)[CH3:3].[NH2:6][C:7]1[N:12]=[C:11]([C:13]2[CH:18]=[CH:17][C:16]([Cl:19])=[CH:15][C:14]=2[F:20])[N:10]=[C:9]([C:21]([OH:23])=[O:22])[C:8]=1[Cl:24].C(OCC)(=O)C.CCCCCC. Product: [CH2:2]([O:22][C:21]([C:9]1[C:8]([Cl:24])=[C:7]([NH2:6])[N:12]=[C:11]([C:13]2[CH:18]=[CH:17][C:16]([Cl:19])=[CH:15][C:14]=2[F:20])[N:10]=1)=[O:23])[CH3:3]. The catalyst class is: 8. (3) Reactant: [NH:1]1[C:9]2[C:4](=[CH:5][C:6]([NH2:10])=[CH:7][CH:8]=2)[CH:3]=[N:2]1.Br[C:12]1([C:16]([O:18][CH2:19][CH3:20])=[O:17])[CH2:15][CH2:14][CH2:13]1.C(N(CC)CC)C. Product: [CH2:19]([O:18][C:16]([C:12]1([NH:10][C:6]2[CH:5]=[C:4]3[C:9](=[CH:8][CH:7]=2)[NH:1][N:2]=[CH:3]3)[CH2:15][CH2:14][CH2:13]1)=[O:17])[CH3:20]. The catalyst class is: 511. (4) Reactant: [CH:1]1([C:4]([N:6]2[CH2:11][CH2:10][N:9]([C:12]3[N:19]=[C:18]([CH:20]4[CH2:22][CH2:21]4)[C:17]([C:23]4[CH:24]=[N:25][NH:26][CH:27]=4)=[CH:16][C:13]=3[C:14]#[N:15])[CH2:8][C@H:7]2[CH:28]2[CH2:30][CH2:29]2)=[O:5])[CH2:3][CH2:2]1.[CH3:31][S:32](Cl)(=[O:34])=[O:33]. Product: [CH:1]1([C:4]([N:6]2[CH2:11][CH2:10][N:9]([C:12]3[N:19]=[C:18]([CH:20]4[CH2:21][CH2:22]4)[C:17]([C:23]4[CH:24]=[N:25][N:26]([S:32]([CH3:31])(=[O:34])=[O:33])[CH:27]=4)=[CH:16][C:13]=3[C:14]#[N:15])[CH2:8][C@H:7]2[CH:28]2[CH2:29][CH2:30]2)=[O:5])[CH2:2][CH2:3]1. The catalyst class is: 2. (5) Reactant: Cl.[CH3:2][C@@:3]([S:31]([CH3:34])(=[O:33])=[O:32])([CH2:14][CH2:15][N:16]1[CH:21]=[CH:20][C:19](/[CH:22]=[CH:23]/[C:24]2[CH:29]=[CH:28][CH:27]=[CH:26][CH:25]=2)=[CH:18][C:17]1=[O:30])[C:4]([NH:6][O:7]C1CCCCO1)=[O:5]. Product: [OH:7][NH:6][C:4](=[O:5])[C@:3]([CH3:2])([S:31]([CH3:34])(=[O:33])=[O:32])[CH2:14][CH2:15][N:16]1[CH:21]=[CH:20][C:19](/[CH:22]=[CH:23]/[C:24]2[CH:25]=[CH:26][CH:27]=[CH:28][CH:29]=2)=[CH:18][C:17]1=[O:30]. The catalyst class is: 98. (6) Reactant: [CH2:1]([O:8][C:9]1(O)[CH:18]=[C:17]2[C:12]([CH:13]=[C:14]([N+:19]([O-])=O)[CH:15]=[N:16]2)=[CH:11][CH2:10]1)[C:2]1[CH:7]=[CH:6][CH:5]=[CH:4][CH:3]=1.[ClH:23].CN(C)C=[O:27]. Product: [ClH:23].[NH2:19][C:14]1[CH:15]=[N:16][C:17]2[C:12]([C:13]=1[OH:27])=[CH:11][CH:10]=[C:9]([O:8][CH2:1][C:2]1[CH:7]=[CH:6][CH:5]=[CH:4][CH:3]=1)[CH:18]=2. The catalyst class is: 553. (7) Reactant: [C:1]([C:3]1[CH:4]=[C:5]([NH:9][CH2:10][C:11]2[CH:21]=[CH:20][C:14]([C:15]([O:17][CH2:18][CH3:19])=[O:16])=[CH:13][C:12]=2[NH:22][C:23](=[O:38])[C:24]2[CH:29]=[CH:28][C:27]([N:30]3[CH2:36][CH2:35][CH2:34][N:33]([CH3:37])[CH2:32][CH2:31]3)=[CH:26][CH:25]=2)[CH:6]=[CH:7][CH:8]=1)#[N:2].Cl.[NH2:40][OH:41].C(N(CC)CC)C. Product: [OH:41][NH:40][C:1]([C:3]1[CH:4]=[C:5]([NH:9][CH2:10][C:11]2[CH:21]=[CH:20][C:14]([C:15]([O:17][CH2:18][CH3:19])=[O:16])=[CH:13][C:12]=2[NH:22][C:23](=[O:38])[C:24]2[CH:29]=[CH:28][C:27]([N:30]3[CH2:36][CH2:35][CH2:34][N:33]([CH3:37])[CH2:32][CH2:31]3)=[CH:26][CH:25]=2)[CH:6]=[CH:7][CH:8]=1)=[NH:2]. The catalyst class is: 8. (8) Reactant: C([O:3][C:4]([C:6]1[O:7][C:8]2[CH:15]=[CH:14][CH:13]=[C:12]([O:16][CH2:17][CH2:18][CH3:19])[C:9]=2[C:10]=1[CH3:11])=[O:5])C.[Li+].[OH-]. Product: [CH2:17]([O:16][C:12]1[C:9]2[C:10]([CH3:11])=[C:6]([C:4]([OH:5])=[O:3])[O:7][C:8]=2[CH:15]=[CH:14][CH:13]=1)[CH2:18][CH3:19]. The catalyst class is: 1.